Dataset: Reaction yield outcomes from USPTO patents with 853,638 reactions. Task: Predict the reaction yield, written as a fraction of the theoretical maximum amount of product (1.0 means a 100% yield; for example, 0.34 means a 34% yield). (1) The reactants are C[Si]([N-][Si](C)(C)C)(C)C.[Na+].[Cl:11][C:12]1[CH:17]=[CH:16][C:15]([CH2:18][CH2:19][C:20]([N:22]2[C@H:26]([CH3:27])[C@H:25]([C:28]3[CH:33]=[CH:32][CH:31]=[CH:30][CH:29]=3)[O:24][C:23]2=[O:34])=[O:21])=[CH:14][CH:13]=1.[C:35]([O:39][C:40](=[O:43])[CH2:41]Br)([CH3:38])([CH3:37])[CH3:36]. The catalyst is C1COCC1. The product is [C:35]([O:39][C:40](=[O:43])[CH2:41][C@H:19]([CH2:18][C:15]1[CH:14]=[CH:13][C:12]([Cl:11])=[CH:17][CH:16]=1)[C:20]([N:22]1[C@H:26]([CH3:27])[C@H:25]([C:28]2[CH:29]=[CH:30][CH:31]=[CH:32][CH:33]=2)[O:24][C:23]1=[O:34])=[O:21])([CH3:38])([CH3:37])[CH3:36]. The yield is 0.800. (2) The reactants are Br[CH2:2][C:3]1[CH:11]=[CH:10][C:6]([C:7]([OH:9])=[O:8])=[CH:5][CH:4]=1.[NH:12]1[CH2:17][CH2:16][O:15][CH2:14][CH2:13]1. The catalyst is C1COCC1. The product is [O:15]1[CH2:16][CH2:17][N:12]([CH2:2][C:3]2[CH:11]=[CH:10][C:6]([C:7]([OH:9])=[O:8])=[CH:5][CH:4]=2)[CH2:13][CH2:14]1. The yield is 0.750. (3) The reactants are [CH3:1][C:2]1[C:6]([C:7]2[CH:16]=[C:15]3[C:10]([C:11]([NH:20][C@@H:21]([C:23]4[CH:28]=[CH:27][CH:26]=[CH:25][CH:24]=4)[CH3:22])=[C:12]([N+:17]([O-])=O)[CH:13]=[N:14]3)=[CH:9][C:8]=2[O:29][CH3:30])=[C:5]([CH3:31])[O:4][N:3]=1.O.O.Cl[Sn]Cl. The catalyst is C(O)C.Cl. The product is [CH3:1][C:2]1[C:6]([C:7]2[CH:16]=[C:15]3[C:10]([C:11]([NH:20][C@@H:21]([C:23]4[CH:28]=[CH:27][CH:26]=[CH:25][CH:24]=4)[CH3:22])=[C:12]([NH2:17])[CH:13]=[N:14]3)=[CH:9][C:8]=2[O:29][CH3:30])=[C:5]([CH3:31])[O:4][N:3]=1. The yield is 0.170. (4) The reactants are [C:1](=[O:8])([O-])[O:2][C:3]([CH3:6])([CH3:5])[CH3:4].[Si:9]([O:16][C@H:17]([C:31]1[CH:36]=[CH:35][CH:34]=[C:33]([Cl:37])[CH:32]=1)[C@@H:18]1[NH:22][CH:21]([CH2:23][C:24]2[CH:30]=[CH:29][C:27]([NH2:28])=[CH:26][CH:25]=2)[CH2:20][CH2:19]1)([C:12]([CH3:15])([CH3:14])[CH3:13])([CH3:11])[CH3:10]. No catalyst specified. The product is [NH2:28][C:27]1[CH:26]=[CH:25][C:24]([CH2:23][CH:21]2[CH2:20][CH2:19][C@H:18]([C@H:17]([O:16][Si:9]([C:12]([CH3:13])([CH3:15])[CH3:14])([CH3:10])[CH3:11])[C:31]3[CH:36]=[CH:35][CH:34]=[C:33]([Cl:37])[CH:32]=3)[N:22]2[C:1]([O:2][C:3]([CH3:6])([CH3:5])[CH3:4])=[O:8])=[CH:30][CH:29]=1. The yield is 0.780. (5) The yield is 0.500. The catalyst is C(OCC)(=O)C. The product is [N:9]1[N:10]2[CH:15]=[CH:14][CH:13]=[CH:12][C:11]2=[C:2]([C:1]([O:5][CH2:6][CH3:7])=[O:4])[CH:3]=1. The reactants are [C:1]([O:5][CH2:6][CH3:7])(=[O:4])[CH2:2][CH3:3].[I-].[NH2:9][N+:10]1[CH:15]=[CH:14][CH:13]=[CH:12][CH:11]=1.C(=O)([O-])[O-].[K+].[K+].O. (6) The reactants are [Cl:1][C:2]1[C:3]([O:12][C:13]2[CH:18]=[C:17]([O:19][CH2:20][CH2:21][O:22][CH3:23])[CH:16]=[CH:15][C:14]=2[CH2:24][CH2:25][CH2:26][OH:27])=[N:4][CH:5]=[C:6]([C:8]([F:11])([F:10])[F:9])[CH:7]=1.Cl[S:29]([N:32]=[C:33]=[O:34])(=[O:31])=[O:30].[CH:35]([O:38][CH2:39][CH2:40][NH2:41])([CH3:37])[CH3:36].Cl. The catalyst is ClCCl.C(OCC)(=O)C.N1C=CC=CC=1. The product is [CH:35]([O:38][CH2:39][CH2:40][NH:41][S:29]([NH:32][C:33](=[O:34])[O:27][CH2:26][CH2:25][CH2:24][C:14]1[CH:15]=[CH:16][C:17]([O:19][CH2:20][CH2:21][O:22][CH3:23])=[CH:18][C:13]=1[O:12][C:3]1[C:2]([Cl:1])=[CH:7][C:6]([C:8]([F:9])([F:11])[F:10])=[CH:5][N:4]=1)(=[O:31])=[O:30])([CH3:37])[CH3:36]. The yield is 0.970. (7) The reactants are [NH2:1][C:2]1[CH:11]=[C:10]([N+:12]([O-:14])=[O:13])[CH:9]=[CH:8][C:3]=1[C:4]([O:6]C)=[O:5].[C:15]([C:18]1[CH:23]=[CH:22][CH:21]=[CH:20][CH:19]=1)(=O)[CH3:16].CC([O-])(C)C.[K+]. The product is [N+:12]([C:10]1[CH:9]=[CH:8][C:3]([C:4]([OH:6])=[O:5])=[C:2]2[C:11]=1[CH:16]=[C:15]([C:18]1[CH:23]=[CH:22][CH:21]=[CH:20][CH:19]=1)[NH:1]2)([O-:14])=[O:13]. The catalyst is CS(C)=O. The yield is 0.900. (8) The reactants are [C:1]([C:4]([O:6][C@H:7]([C:18]1[CH:23]=[CH:22][C:21]([O:24][CH:25]([F:27])[F:26])=[C:20]([O:28][CH2:29][CH:30]2[CH2:32][CH2:31]2)[CH:19]=1)[CH2:8][C:9]1[C:14]([Cl:15])=[CH:13][N+:12]([O-:16])=[CH:11][C:10]=1[Cl:17])=[O:5])([OH:3])=O.C(Cl)CCl.[CH3:37][O:38][C:39]1[CH:45]=[C:44]([N+:46]([O-:48])=[O:47])[CH:43]=[CH:42][C:40]=1[NH2:41]. The catalyst is CN(C=O)C.Cl. The product is [Cl:17][C:10]1[CH:11]=[N+:12]([O-:16])[CH:13]=[C:14]([Cl:15])[C:9]=1[CH2:8][C@@H:7]([C:18]1[CH:23]=[CH:22][C:21]([O:24][CH:25]([F:26])[F:27])=[C:20]([O:28][CH2:29][CH:30]2[CH2:31][CH2:32]2)[CH:19]=1)[O:6][C:4](=[O:5])[C:1]([NH:41][C:40]1[CH:42]=[CH:43][C:44]([N+:46]([O-:48])=[O:47])=[CH:45][C:39]=1[O:38][CH3:37])=[O:3]. The yield is 0.320.